This data is from Reaction yield outcomes from USPTO patents with 853,638 reactions. The task is: Predict the reaction yield, written as a fraction of the theoretical maximum amount of product (1.0 means a 100% yield; for example, 0.34 means a 34% yield). The reactants are [F:1][C:2]([F:18])([F:17])[CH2:3][CH:4]1[C:13]2[C:8](=[CH:9][CH:10]=[CH:11][CH:12]=2)[N:7]([CH2:14][CH2:15][NH2:16])[CH2:6][CH2:5]1.C=O.[C:21](O)(C(F)(F)F)=O.[OH-].[Na+]. No catalyst specified. The product is [F:18][C:2]([F:1])([F:17])[CH2:3][CH:4]1[C:13]2[C:8]3=[C:9]([CH2:21][NH:16][CH2:15][CH2:14][N:7]3[CH2:6][CH2:5]1)[CH:10]=[CH:11][CH:12]=2. The yield is 0.720.